Task: Predict the reaction yield, written as a fraction of the theoretical maximum amount of product (1.0 means a 100% yield; for example, 0.34 means a 34% yield).. Dataset: Reaction yield outcomes from USPTO patents with 853,638 reactions (1) The reactants are C(O[C:4](=[O:9])[CH:5]([Na])[CH:6]=O)C.[F:10][C:11]([F:25])([F:24])[C:12]1[CH:17]=[CH:16][CH:15]=[CH:14][C:13]=1[C:18]1[NH:22][N:21]=[C:20]([NH2:23])[CH:19]=1.Cl. The catalyst is CCO.O. The product is [F:24][C:11]([F:10])([F:25])[C:12]1[CH:17]=[CH:16][CH:15]=[CH:14][C:13]=1[C:18]1[CH:19]=[C:20]2[N:23]=[CH:6][CH:5]=[C:4]([OH:9])[N:21]2[N:22]=1. The yield is 0.790. (2) The reactants are O.O.[Sn](Cl)Cl.[CH3:6][C:7]([C:11]1[C:16]([C:17]([F:20])([F:19])[F:18])=[CH:15][C:14]([N+:21]([O-])=O)=[CH:13][N:12]=1)([CH3:10])[C:8]#[N:9].[OH-].[Na+]. The catalyst is CC(=O)OCC. The product is [NH2:21][C:14]1[CH:15]=[C:16]([C:17]([F:20])([F:18])[F:19])[C:11]([C:7]([CH3:10])([CH3:6])[C:8]#[N:9])=[N:12][CH:13]=1. The yield is 0.407. (3) The reactants are [Cl:1][C:2]1[S:6][C:5]([CH2:7][N:8]([CH3:17])[C:9]2[CH:14]=[CH:13][C:12]([NH2:15])=[C:11]([CH3:16])[CH:10]=2)=[CH:4][CH:3]=1.C(N(CC)CC)C.[C:25](Cl)(=[O:30])[CH2:26][CH2:27][CH2:28][CH3:29]. The catalyst is O1CCCC1. The product is [Cl:1][C:2]1[S:6][C:5]([CH2:7][N:8]([CH3:17])[C:9]2[CH:14]=[CH:13][C:12]([NH:15][C:25](=[O:30])[CH2:26][CH2:27][CH2:28][CH3:29])=[C:11]([CH3:16])[CH:10]=2)=[CH:4][CH:3]=1. The yield is 0.860. (4) The reactants are [OH:1][C:2]1[CH:7]=[CH:6][C:5]([C:8](=[O:10])[CH3:9])=[CH:4][CH:3]=1.C([O-])([O-])=O.[K+].[K+].[CH2:17](Cl)[C:18]1[CH:23]=[CH:22][CH:21]=[CH:20][CH:19]=1. The catalyst is CN(C=O)C. The product is [CH2:17]([O:1][C:2]1[CH:7]=[CH:6][C:5]([C:8](=[O:10])[CH3:9])=[CH:4][CH:3]=1)[C:18]1[CH:23]=[CH:22][CH:21]=[CH:20][CH:19]=1. The yield is 0.890.